Dataset: Forward reaction prediction with 1.9M reactions from USPTO patents (1976-2016). Task: Predict the product of the given reaction. (1) Given the reactants [Br:1][C:2]1[CH:7]=[CH:6][C:5]([NH:8][C:9]2[N:14]3[CH:15]=[N:16][CH:17]=[C:13]3[CH:12]=[N:11][C:10]=2[C:18](NOCCOC=C)=[O:19])=[C:4]([F:27])[CH:3]=1.[CH3:28][C:29]1([CH3:37])[O:33][C@@H:32]([CH2:34][O:35][NH2:36])[CH2:31][O:30]1, predict the reaction product. The product is: [Br:1][C:2]1[CH:7]=[CH:6][C:5]([NH:8][C:9]2[N:14]3[CH:15]=[N:16][CH:17]=[C:13]3[CH:12]=[N:11][C:10]=2[C:18]([NH:36][O:35][CH2:34][C@H:32]2[CH2:31][O:30][C:29]([CH3:37])([CH3:28])[O:33]2)=[O:19])=[C:4]([F:27])[CH:3]=1. (2) Given the reactants [Cl:1][C:2]1[CH:7]=[CH:6][N:5]=[C:4]2[CH:8]=[CH:9][S:10][C:3]=12.[Li]CCCC.[Br:16]Br, predict the reaction product. The product is: [Br:16][C:9]1[S:10][C:3]2[C:4](=[N:5][CH:6]=[CH:7][C:2]=2[Cl:1])[CH:8]=1.